The task is: Predict which catalyst facilitates the given reaction.. This data is from Catalyst prediction with 721,799 reactions and 888 catalyst types from USPTO. (1) Reactant: [NH2:1][C:2]1[C:7]([C:8]#[N:9])=[C:6]([CH:10]2[CH2:15][CH2:14][CH2:13][N:12]([C:16]([O:18][C:19]([CH3:22])([CH3:21])[CH3:20])=[O:17])[CH2:11]2)[CH:5]=[C:4]([C:23]2[CH:28]=[CH:27][CH:26]=[CH:25][C:24]=2[O:29]CC2C=CC=CC=2)[N:3]=1. Product: [NH2:1][C:2]1[C:7]([C:8]#[N:9])=[C:6]([CH:10]2[CH2:15][CH2:14][CH2:13][N:12]([C:16]([O:18][C:19]([CH3:22])([CH3:21])[CH3:20])=[O:17])[CH2:11]2)[CH:5]=[C:4]([C:23]2[CH:28]=[CH:27][CH:26]=[CH:25][C:24]=2[OH:29])[N:3]=1. The catalyst class is: 78. (2) Reactant: [CH2:1]([O:8][C:9]1[CH:16]=[CH:15][C:12]([CH:13]=O)=[C:11](C(C)(C)C)[CH:10]=1)[C:2]1[CH:7]=[CH:6][CH:5]=[CH:4][CH:3]=1.[CH2:21]([O:23][CH2:24][C:25]([O:27][CH2:28][CH3:29])=[O:26])[CH3:22].[CH3:30][C:31]([CH3:34])([O-])[CH3:32].[K+].C(O)(=O)C.C1(C)C=CC(S(O)(=O)=O)=CC=1. Product: [CH2:1]([O:8][C:9]1[CH:10]=[CH:11][C:12](/[CH:13]=[C:24](\[O:23][CH2:21][CH3:22])/[C:25]([O:27][CH2:28][CH3:29])=[O:26])=[CH:15][C:16]=1[C:31]([CH3:34])([CH3:32])[CH3:30])[C:2]1[CH:3]=[CH:4][CH:5]=[CH:6][CH:7]=1. The catalyst class is: 207. (3) Reactant: [N:1]1([C@@H:7]2[CH2:10][C@H:9]([C:11]3[S:12][C:13]4[CH:19]=[C:18]([NH2:20])[CH:17]=[CH:16][C:14]=4[N:15]=3)[CH2:8]2)[CH2:6][CH2:5][CH2:4][CH2:3][CH2:2]1.[N:21]1[CH:26]=[CH:25][N:24]=[CH:23][C:22]=1[C:27](O)=[O:28].Cl.CN(C)CCCN=C=NCC.O.ON1C2C=CC=CC=2N=N1.[OH-].[Na+]. Product: [N:1]1([C@@H:7]2[CH2:10][C@H:9]([C:11]3[S:12][C:13]4[CH:19]=[C:18]([NH:20][C:27]([C:22]5[CH:23]=[N:24][CH:25]=[CH:26][N:21]=5)=[O:28])[CH:17]=[CH:16][C:14]=4[N:15]=3)[CH2:8]2)[CH2:6][CH2:5][CH2:4][CH2:3][CH2:2]1. The catalyst class is: 46. (4) Reactant: [NH2:1][C:2]1[CH:3]=[C:4]2[C:9](=[CH:10][CH:11]=1)[N:8]=[CH:7][CH:6]=[CH:5]2.[C:12]1([C:18]2[O:22][N:21]=[CH:20][C:19]=2[CH2:23][CH2:24][C:25](O)=[O:26])[CH:17]=[CH:16][CH:15]=[CH:14][CH:13]=1.O.ON1C2C=CC=CC=2N=N1.Cl.C(N=C=NCCCN(C)C)C. Product: [N:8]1[C:9]2[C:4](=[CH:3][C:2]([NH:1][C:25](=[O:26])[CH2:24][CH2:23][C:19]3[CH:20]=[N:21][O:22][C:18]=3[C:12]3[CH:13]=[CH:14][CH:15]=[CH:16][CH:17]=3)=[CH:11][CH:10]=2)[CH:5]=[CH:6][CH:7]=1. The catalyst class is: 145. (5) Reactant: I[C:2]1[CH:7]=[CH:6][C:5]([NH:8][CH2:9][CH2:10][OH:11])=[CH:4][CH:3]=1.[B:12]1([B:12]2[O:16][C:15]([CH3:18])([CH3:17])[C:14]([CH3:20])([CH3:19])[O:13]2)[O:16][C:15]([CH3:18])([CH3:17])[C:14]([CH3:20])([CH3:19])[O:13]1.C([O-])(=O)C.[K+]. Product: [CH3:19][C:14]1([CH3:20])[C:15]([CH3:18])([CH3:17])[O:16][B:12]([C:2]2[CH:7]=[CH:6][C:5]([NH:8][CH2:9][CH2:10][OH:11])=[CH:4][CH:3]=2)[O:13]1. The catalyst class is: 418. (6) Product: [Br:9][C:10]1[CH:15]=[CH:14][CH:13]=[C:12]([O:1][CH:2]2[CH2:6][CH2:5][O:4][CH2:3]2)[N:11]=1. Reactant: [OH:1][C@H:2]1[CH2:6][CH2:5][O:4][CH2:3]1.[H-].[Na+].[Br:9][C:10]1[CH:15]=[CH:14][CH:13]=[C:12](Br)[N:11]=1. The catalyst class is: 1. (7) Product: [NH2:46][C:50]1[CH:51]=[C:52]([C:32]2[C:33]([C:36]([N:4]3[CH2:5][CH2:6][N:1]([C:7]([O:9][C:10]([CH3:13])([CH3:12])[CH3:11])=[O:8])[CH2:2][CH2:3]3)=[O:37])=[CH:34][CH:35]=[CH:30][CH:31]=2)[CH:53]=[CH:54][CH:49]=1. Reactant: [N:1]1([C:7]([O:9][C:10]([CH3:13])([CH3:12])[CH3:11])=[O:8])[CH2:6][CH2:5][NH:4][CH2:3][CH2:2]1.C(N(CC)C(C)C)(C)C.NC1C=C([C:30]2[CH:35]=[CH:34][C:33]([C:36](O)=[O:37])=[CH:32][CH:31]=2)C=CC=1.F[P-](F)(F)(F)(F)F.[N:46]1(O[P+](N(C)C)(N(C)C)N(C)C)[C:50]2[CH:51]=[CH:52][CH:53]=[CH:54][C:49]=2N=N1. The catalyst class is: 3.